This data is from Catalyst prediction with 721,799 reactions and 888 catalyst types from USPTO. The task is: Predict which catalyst facilitates the given reaction. (1) Reactant: [CH2:1]([O:3][C:4](=[O:27])[NH:5][CH:6]1[CH2:15][CH2:14][C:13]2[C:8](=[CH:9][C:10]([CH2:16][CH2:17]O)=[CH:11][CH:12]=2)[CH:7]1[CH2:19][C:20]1[CH:25]=[CH:24][CH:23]=[C:22]([Cl:26])[CH:21]=1)[CH3:2].C1(P(C2C=CC=CC=2)C2C=CC=CC=2)C=CC=CC=1.C(Br)(Br)(Br)[Br:48]. Product: [CH2:1]([O:3][C:4](=[O:27])[NH:5][CH:6]1[CH2:15][CH2:14][C:13]2[C:8](=[CH:9][C:10]([CH2:16][CH2:17][Br:48])=[CH:11][CH:12]=2)[CH:7]1[CH2:19][C:20]1[CH:25]=[CH:24][CH:23]=[C:22]([Cl:26])[CH:21]=1)[CH3:2]. The catalyst class is: 2. (2) Reactant: [CH3:1][C:2]1[CH:14]=[N:13][C:12]2[NH:11][C:10]3[CH2:9][CH2:8][N:7]4[CH2:15][CH2:16][CH2:17][CH:6]4[C:5]=3[C:4]=2[CH:3]=1.CC(C)([O-])C.[K+].[O:24]1[CH2:26][CH:25]1[C:27]1[CH:32]=[CH:31][N:30]=[CH:29][CH:28]=1. Product: [CH3:1][C:2]1[CH:14]=[N:13][C:12]2[N:11]([CH2:26][CH:25]([C:27]3[CH:32]=[CH:31][N:30]=[CH:29][CH:28]=3)[OH:24])[C:10]3[CH2:9][CH2:8][N:7]4[CH2:15][CH2:16][CH2:17][CH:6]4[C:5]=3[C:4]=2[CH:3]=1. The catalyst class is: 3. (3) Reactant: [H-].[Na+].[C:3]([N:10]1[CH2:15][CH2:14][CH:13]([OH:16])[CH2:12][CH2:11]1)([O:5][C:6]([CH3:9])([CH3:8])[CH3:7])=[O:4].[I:17][C:18]1[CH:23]=[CH:22][C:21](F)=[CH:20][CH:19]=1. Product: [I:17][C:18]1[CH:23]=[CH:22][C:21]([O:16][CH:13]2[CH2:14][CH2:15][N:10]([C:3]([O:5][C:6]([CH3:9])([CH3:8])[CH3:7])=[O:4])[CH2:11][CH2:12]2)=[CH:20][CH:19]=1. The catalyst class is: 60. (4) Reactant: [C:1](Cl)(Cl)=[S:2].[CH2:5]([C:7]1[C:12]([NH2:13])=[C:11]([CH2:14][CH3:15])[N:10]=[C:9]([CH3:16])[N:8]=1)[CH3:6]. Product: [CH2:14]([C:11]1[C:12]([N:13]=[C:1]=[S:2])=[C:7]([CH2:5][CH3:6])[N:8]=[C:9]([CH3:16])[N:10]=1)[CH3:15]. The catalyst class is: 685. (5) Reactant: [Cl-].[Cl-].[Cl-].[Al+3].[Br:5][C:6]1[CH:7]=[C:8]2[C:12](=[N:13][CH:14]=1)[NH:11][CH:10]=[CH:9]2.Cl[C:16]([C:18]1[C:19]([CH3:28])=[C:20]([O:24][C:25](=[O:27])[CH3:26])[CH:21]=[CH:22][CH:23]=1)=[O:17].O. Product: [Br:5][C:6]1[CH:7]=[C:8]2[C:9]([C:16]([C:18]3[C:19]([CH3:28])=[C:20]([O:24][C:25](=[O:27])[CH3:26])[CH:21]=[CH:22][CH:23]=3)=[O:17])=[CH:10][NH:11][C:12]2=[N:13][CH:14]=1. The catalyst class is: 2.